This data is from Full USPTO retrosynthesis dataset with 1.9M reactions from patents (1976-2016). The task is: Predict the reactants needed to synthesize the given product. (1) Given the product [Br:17][CH2:8][C:6]1[C:5]([I:9])=[CH:4][CH:3]=[C:2]([Cl:1])[N:7]=1, predict the reactants needed to synthesize it. The reactants are: [Cl:1][C:2]1[N:7]=[C:6]([CH3:8])[C:5]([I:9])=[CH:4][CH:3]=1.C1C(=O)N([Br:17])C(=O)C1.CC(N=NC(C#N)(C)C)(C#N)C. (2) The reactants are: C[O:2][C:3]([C:5]1[O:6][C:7]([CH3:26])=[C:8]([CH2:10][O:11][C:12]2[CH:17]=[CH:16][C:15]([C:18]3[CH:23]=[CH:22][C:21]([O:24][CH3:25])=[CH:20][N:19]=3)=[CH:14][CH:13]=2)[CH:9]=1)=[O:4].[OH-].[Li+]. Given the product [CH3:25][O:24][C:21]1[CH:22]=[CH:23][C:18]([C:15]2[CH:16]=[CH:17][C:12]([O:11][CH2:10][C:8]3[CH:9]=[C:5]([C:3]([OH:4])=[O:2])[O:6][C:7]=3[CH3:26])=[CH:13][CH:14]=2)=[N:19][CH:20]=1, predict the reactants needed to synthesize it. (3) Given the product [N:1]1([N:6]=[C:7]2[CH:12]=[CH:11][C:10]([NH:13][C:14](=[O:33])[CH:15]([C:27]3[CH:32]=[CH:31][CH:30]=[CH:29][CH:28]=3)[NH:16][C:17]([NH:19][C:20]3[CH:25]=[CH:24][C:23]([F:34])=[CH:22][CH:21]=3)=[S:18])=[CH:9][CH2:8]2)[CH2:5][CH2:4][CH2:3][CH2:2]1, predict the reactants needed to synthesize it. The reactants are: [N:1]1([N:6]=[C:7]2[CH:12]=[CH:11][C:10]([NH:13][C:14](=[O:33])[CH:15]([C:27]3[CH:32]=[CH:31][CH:30]=[CH:29][CH:28]=3)[NH:16][C:17]([NH:19][C:20]3[CH:25]=[CH:24][C:23](Br)=[CH:22][CH:21]=3)=[S:18])=[CH:9][CH2:8]2)[CH2:5][CH2:4][CH2:3][CH2:2]1.[F:34]C1C=CC(N=C=S)=CC=1. (4) Given the product [CH2:1]([N:8]1[C:17](=[O:18])[C:16]2[C:11](=[CH:12][C:13]([C:19]([O:21][CH3:22])=[O:20])=[CH:14][CH:15]=2)[N:10]=[C:9]1[NH:39][CH2:38][C:37]1[CH:40]=[CH:41][C:34]([Cl:33])=[CH:35][CH:36]=1)[C:2]1[CH:7]=[CH:6][CH:5]=[CH:4][CH:3]=1, predict the reactants needed to synthesize it. The reactants are: [CH2:1]([N:8]1[C:17](=[O:18])[C:16]2[C:11](=[CH:12][C:13]([C:19]([O:21][CH3:22])=[O:20])=[CH:14][CH:15]=2)[N:10]=[C:9]1Cl)[C:2]1[CH:7]=[CH:6][CH:5]=[CH:4][CH:3]=1.C(N(CC)C(C)C)(C)C.[Cl:33][C:34]1[CH:41]=[CH:40][C:37]([CH2:38][NH2:39])=[CH:36][CH:35]=1. (5) Given the product [CH2:1]([O:8][C:9]1[CH:14]=[CH:13][C:12]([CH2:15][CH2:16][CH2:17][OH:18])=[C:11]([Cl:20])[CH:10]=1)[C:2]1[CH:3]=[CH:4][CH:5]=[CH:6][CH:7]=1, predict the reactants needed to synthesize it. The reactants are: [CH2:1]([O:8][C:9]1[CH:14]=[CH:13][C:12]([CH2:15][CH2:16][C:17](O)=[O:18])=[C:11]([Cl:20])[CH:10]=1)[C:2]1[CH:7]=[CH:6][CH:5]=[CH:4][CH:3]=1.C(N1C=CN=C1)(N1C=CN=C1)=O.[BH4-].[Na+].Cl.